From a dataset of Forward reaction prediction with 1.9M reactions from USPTO patents (1976-2016). Predict the product of the given reaction. (1) Given the reactants Cl[C:2]1[C:3]2[C:4](=[CH:13][N:14](CC3C=CC(OC)=CC=3)[N:15]=2)[N:5]=[C:6]([C:8]2[S:9][CH:10]=[CH:11][CH:12]=2)[N:7]=1.[CH3:25][N:26]([CH3:34])[C:27]1[CH:32]=[CH:31][C:30]([NH2:33])=[CH:29][CH:28]=1.Cl, predict the reaction product. The product is: [CH3:25][N:26]([CH3:34])[C:27]1[CH:32]=[CH:31][C:30]([NH:33][C:2]2[C:3]3[NH:15][N:14]=[CH:13][C:4]=3[N:5]=[C:6]([C:8]3[S:9][CH:10]=[CH:11][CH:12]=3)[N:7]=2)=[CH:29][CH:28]=1. (2) Given the reactants [CH:1]1([NH2:7])[CH2:6][CH2:5][CH2:4][CH2:3][CH2:2]1.Cl[C:9]1[N:14]2[N:15]=[C:16]([NH2:18])[N:17]=[C:13]2[CH:12]=[C:11]([C:19]2[CH:20]=[N:21][CH:22]=[CH:23][CH:24]=2)[CH:10]=1, predict the reaction product. The product is: [CH:1]1([NH:7][C:9]2[N:14]3[N:15]=[C:16]([NH2:18])[N:17]=[C:13]3[CH:12]=[C:11]([C:19]3[CH:20]=[N:21][CH:22]=[CH:23][CH:24]=3)[CH:10]=2)[CH2:6][CH2:5][CH2:4][CH2:3][CH2:2]1.